From a dataset of Peptide-MHC class II binding affinity with 134,281 pairs from IEDB. Regression. Given a peptide amino acid sequence and an MHC pseudo amino acid sequence, predict their binding affinity value. This is MHC class II binding data. The peptide sequence is AEMVIHHQHVQDCDE. The MHC is DRB4_0103 with pseudo-sequence DRB4_0103. The binding affinity (normalized) is 0.603.